From a dataset of Full USPTO retrosynthesis dataset with 1.9M reactions from patents (1976-2016). Predict the reactants needed to synthesize the given product. (1) Given the product [S:10]1[CH:14]=[CH:13][CH:12]=[C:11]1[C:15]([NH:7][CH:6]([CH3:8])[C:5]([O:4][CH2:2][CH3:3])=[O:9])=[O:16], predict the reactants needed to synthesize it. The reactants are: Cl.[CH2:2]([O:4][C:5](=[O:9])[CH:6]([CH3:8])[NH2:7])[CH3:3].[S:10]1[CH:14]=[CH:13][CH:12]=[C:11]1[C:15](O)=[O:16].Cl.CN(C)CCCN=C=NCC.O.ON1C2C=CC=CC=2N=N1.C(N(CC)C(C)C)(C)C. (2) The reactants are: Br[C:2]1[CH:9]=[C:8]([C:10]([F:13])([F:12])[F:11])[CH:7]=[CH:6][C:3]=1[CH:4]=[O:5].[CH2:14]([O:16][C:17](=[O:36])[CH2:18][C:19]1[CH:24]=[CH:23][C:22]([O:25][CH3:26])=[C:21](B2OC(C)(C)C(C)(C)O2)[CH:20]=1)[CH3:15]. Given the product [CH2:14]([O:16][C:17](=[O:36])[CH2:18][C:19]1[CH:20]=[C:21]([C:2]2[CH:9]=[C:8]([C:10]([F:13])([F:12])[F:11])[CH:7]=[CH:6][C:3]=2[CH:4]=[O:5])[C:22]([O:25][CH3:26])=[CH:23][CH:24]=1)[CH3:15], predict the reactants needed to synthesize it. (3) Given the product [CH3:65][N:66]([CH3:70])[CH2:67][CH2:68][NH:69][C:22](=[O:24])[CH2:21][C:17]1[CH:18]=[CH:19][CH:20]=[C:15]([C:12]2[N:11]=[C:10]([C:8]3[CH:7]=[CH:6][C:5]([C:25]4[CH:30]=[CH:29][CH:28]=[CH:27][C:26]=4[CH3:31])=[C:4]([CH2:3][O:2][CH3:1])[CH:9]=3)[O:14][N:13]=2)[CH:16]=1, predict the reactants needed to synthesize it. The reactants are: [CH3:1][O:2][CH2:3][C:4]1[CH:9]=[C:8]([C:10]2[O:14][N:13]=[C:12]([C:15]3[CH:16]=[C:17]([CH2:21][C:22]([OH:24])=O)[CH:18]=[CH:19][CH:20]=3)[N:11]=2)[CH:7]=[CH:6][C:5]=1[C:25]1[CH:30]=[CH:29][CH:28]=[CH:27][C:26]=1[CH3:31].CCN(C(C)C)C(C)C.CN(C(ON1N=NC2C=CC=NC1=2)=[N+](C)C)C.F[P-](F)(F)(F)(F)F.[CH3:65][N:66]([CH3:70])[CH2:67][CH2:68][NH2:69].